Dataset: Full USPTO retrosynthesis dataset with 1.9M reactions from patents (1976-2016). Task: Predict the reactants needed to synthesize the given product. (1) Given the product [Br-:1].[Cl:22][C:23]1[CH:24]=[CH:25][C:26]([CH2:29][S:30]([NH:2][CH2:3][CH2:4][N+:5]([CH2:8][CH2:9][NH:10][C:11]([C:13]2[C:18]([NH2:19])=[N:17][C:16]([NH2:20])=[C:15]([Cl:21])[N:14]=2)=[O:12])([CH3:6])[CH3:7])(=[O:32])=[O:31])=[CH:27][CH:28]=1, predict the reactants needed to synthesize it. The reactants are: [Br-:1].[NH2:2][CH2:3][CH2:4][N+:5]([CH2:8][CH2:9][NH:10][C:11]([C:13]1[C:18]([NH2:19])=[N:17][C:16]([NH2:20])=[C:15]([Cl:21])[N:14]=1)=[O:12])([CH3:7])[CH3:6].[Cl:22][C:23]1[CH:28]=[CH:27][C:26]([CH2:29][S:30](Cl)(=[O:32])=[O:31])=[CH:25][CH:24]=1.CN1CCOCC1. (2) Given the product [N:12]1[CH:17]=[CH:16][CH:15]=[C:14]([CH2:18][CH2:19][NH:20][C:21]([C:23]2[S:31][C:30]3[C:25](=[N:26][CH:27]=[CH:28][C:29]=3[NH:11][C:7]3[CH:8]=[C:9]4[C:4](=[CH:5][CH:6]=3)[NH:3][C:2]([CH3:1])=[CH:10]4)[CH:24]=2)=[O:22])[CH:13]=1, predict the reactants needed to synthesize it. The reactants are: [CH3:1][C:2]1[NH:3][C:4]2[C:9]([CH:10]=1)=[CH:8][C:7]([NH2:11])=[CH:6][CH:5]=2.[N:12]1[CH:17]=[CH:16][CH:15]=[C:14]([CH2:18][CH2:19][NH:20][C:21]([C:23]2[S:31][C:30]3[C:25](=[N:26][CH:27]=[CH:28][C:29]=3Cl)[CH:24]=2)=[O:22])[CH:13]=1. (3) Given the product [Br:1][C:2]1[CH:3]=[C:4]([C:5]([C:16]2[CH:17]=[CH:18][CH:19]=[C:14]([CH3:22])[CH:15]=2)=[O:6])[CH:11]=[CH:12][CH:13]=1, predict the reactants needed to synthesize it. The reactants are: [Br:1][C:2]1[CH:3]=[C:4]([CH:11]=[CH:12][CH:13]=1)[C:5](N(OC)C)=[O:6].[C:14]1([CH3:22])[CH:19]=[CH:18][CH:17]=[C:16]([Mg]Br)[CH:15]=1. (4) Given the product [C:1]([C:3]1[CH:4]=[CH:5][C:6]2[O:11][C@@:10]([CH:13]([O:16][CH3:17])[O:14][CH3:15])([CH3:12])[C@@H:9]([OH:18])[C@H:8]([N:27]([C:24]3[CH:25]=[CH:26][C:21]([Cl:20])=[CH:22][CH:23]=3)[CH2:28][C:29]3[NH:30][CH:31]=[CH:32][N:33]=3)[C:7]=2[CH:19]=1)#[N:2], predict the reactants needed to synthesize it. The reactants are: [C:1]([C:3]1[CH:4]=[CH:5][C:6]2[O:11][C@@:10]([CH:13]([O:16][CH3:17])[O:14][CH3:15])([CH3:12])[C@H:9]3[O:18][C@H:8]3[C:7]=2[CH:19]=1)#[N:2].[Cl:20][C:21]1[CH:26]=[CH:25][C:24]([NH:27][CH2:28][C:29]2[NH:30][CH:31]=[CH:32][N:33]=2)=[CH:23][CH:22]=1. (5) Given the product [C:7]([CH:9]([C:20]1[CH:21]=[CH:22][C:23]([C:30]#[N:29])=[CH:18][C:19]=1[N+:26]([O-:28])=[O:27])[C:10]([O:12][C:13]([CH3:16])([CH3:15])[CH3:14])=[O:11])#[N:8], predict the reactants needed to synthesize it. The reactants are: CC(C)([O-])C.[K+].[C:7]([CH2:9][C:10]([O:12][C:13]([CH3:16])([CH3:15])[CH3:14])=[O:11])#[N:8].Cl[C:18]1[CH:23]=[C:22](C#N)[CH:21]=[CH:20][C:19]=1[N+:26]([O-:28])=[O:27].[N:29]1C=CC=C[CH:30]=1. (6) Given the product [C:1]([O:5][C:6](=[O:14])[C:7]1[CH:12]=[C:11]([OH:13])[C:10]([Cl:15])=[N:9][CH:8]=1)([CH3:4])([CH3:2])[CH3:3], predict the reactants needed to synthesize it. The reactants are: [C:1]([O:5][C:6](=[O:14])[C:7]1[CH:12]=[C:11]([OH:13])[CH:10]=[N:9][CH:8]=1)([CH3:4])([CH3:3])[CH3:2].[Cl:15]N1C(=O)CCC1=O. (7) Given the product [Br:10][C:11]1[CH:12]=[C:13]2[C:18]([N:17]([C:21](=[O:26])[C:22]([F:23])([F:25])[F:24])[C@@H:16]([CH3:27])[CH2:15][N:14]2[C:29]([O:31][CH:32]2[CH2:36][CH2:35][CH2:34][CH2:33]2)=[O:30])=[CH:19][CH:20]=1, predict the reactants needed to synthesize it. The reactants are: C(N(CC)C(C)C)(C)C.[Br:10][C:11]1[CH:12]=[C:13]2[C:18](=[CH:19][CH:20]=1)[N:17]([C:21](=[O:26])[C:22]([F:25])([F:24])[F:23])[C@@H:16]([CH3:27])[CH2:15][NH:14]2.Cl[C:29]([O:31][CH:32]1[CH2:36][CH2:35][CH2:34][CH2:33]1)=[O:30].